From a dataset of CYP1A2 inhibition data for predicting drug metabolism from PubChem BioAssay. Regression/Classification. Given a drug SMILES string, predict its absorption, distribution, metabolism, or excretion properties. Task type varies by dataset: regression for continuous measurements (e.g., permeability, clearance, half-life) or binary classification for categorical outcomes (e.g., BBB penetration, CYP inhibition). Dataset: cyp1a2_veith. (1) The molecule is CC/C(=C(\c1ccccc1)c1ccc(OCCN(C)C)cc1)c1ccccc1.O=C(O)CC(O)(CC(=O)O)C(=O)O. The result is 0 (non-inhibitor). (2) The compound is CCOC(=O)c1cnn(-c2nc(-c3cccc(F)c3)cs2)c1C(F)(F)F. The result is 1 (inhibitor). (3) The drug is COc1cc2ccccc2cc1C(=O)Nc1ccc(S(=O)(=O)Nc2cc(C)on2)cc1. The result is 1 (inhibitor). (4) The drug is O=C(O)CCSc1ncnc2nc[nH]c12. The result is 0 (non-inhibitor). (5) The drug is CCOC(=O)c1ccc(S(=O)(=O)Nc2ccc3cn[nH]c3c2)cc1. The result is 1 (inhibitor). (6) The drug is O=C(CN(CC1CCCO1)C(=O)CNS(=O)(=O)c1ccc(Cl)cc1)NCCc1ccccc1. The result is 0 (non-inhibitor). (7) The drug is COc1ccc(-c2cc(C(=O)NCc3cccnc3)no2)cc1OC. The result is 1 (inhibitor).